Dataset: Full USPTO retrosynthesis dataset with 1.9M reactions from patents (1976-2016). Task: Predict the reactants needed to synthesize the given product. (1) Given the product [Cl:8][C:9]1[C:13]([CH3:14])=[C:12]([C:15]2[C:16]([CH3:25])=[CH:17][C:18]([CH3:24])=[C:19]([CH:23]=2)[C:20]([O:22][CH3:1])=[O:21])[NH:11][N:10]=1, predict the reactants needed to synthesize it. The reactants are: [C:1](O)(C(F)(F)F)=O.[Cl:8][C:9]1[C:13]([CH3:14])=[C:12]([C:15]2[C:16]([CH3:25])=[CH:17][C:18]([CH3:24])=[C:19]([CH:23]=2)[C:20]([O-:22])=[O:21])[N:11](COCC[Si](C)(C)C)[N:10]=1. (2) Given the product [OH:3][CH:1]([C:4]1[S:8][C:7]([C:9]2[CH:10]=[CH:11][C:12](=[O:16])[N:13]([CH3:15])[CH:14]=2)=[CH:6][CH:5]=1)[CH3:2], predict the reactants needed to synthesize it. The reactants are: [C:1]([C:4]1[S:8][C:7]([C:9]2[CH:10]=[CH:11][C:12](=[O:16])[N:13]([CH3:15])[CH:14]=2)=[CH:6][CH:5]=1)(=[O:3])[CH3:2].[BH4-].[Na+]. (3) Given the product [CH3:20][Sn:21]([CH3:27])([CH3:26])[C:2]1[CH:3]=[CH:4][C:5]2[N:6]([CH:8]=[C:9]([C:11]([NH:13][C:14]3[CH:19]=[CH:18][CH:17]=[CH:16][CH:15]=3)=[O:12])[N:10]=2)[CH:7]=1, predict the reactants needed to synthesize it. The reactants are: Br[C:2]1[CH:3]=[CH:4][C:5]2[N:6]([CH:8]=[C:9]([C:11]([NH:13][C:14]3[CH:19]=[CH:18][CH:17]=[CH:16][CH:15]=3)=[O:12])[N:10]=2)[CH:7]=1.[CH3:20][Sn:21]([CH3:27])([CH3:26])[Sn:21]([CH3:27])([CH3:26])[CH3:20]. (4) Given the product [CH2:1]([N:8]1[CH:13]=[CH:12][C:11](=[O:14])[C:10]2[C:15]([C:19]3[CH:24]=[CH:23][CH:22]=[CH:21][CH:20]=3)=[C:16]([C:32]3[CH:33]=[C:28]([CH:29]=[CH:30][CH:31]=3)[C:25]([OH:27])=[O:26])[O:17][C:9]1=2)[C:2]1[CH:7]=[CH:6][CH:5]=[CH:4][CH:3]=1, predict the reactants needed to synthesize it. The reactants are: [CH2:1]([N:8]1[CH:13]=[CH:12][C:11](=[O:14])[C:10]2[C:15]([C:19]3[CH:24]=[CH:23][CH:22]=[CH:21][CH:20]=3)=[C:16](I)[O:17][C:9]1=2)[C:2]1[CH:7]=[CH:6][CH:5]=[CH:4][CH:3]=1.[C:25]([C:28]1[CH:29]=[C:30](B(O)O)[CH:31]=[CH:32][CH:33]=1)([OH:27])=[O:26].C(=O)([O-])[O-].[Na+].[Na+].CC#N. (5) Given the product [CH3:13][N:14]([CH3:15])[CH:2]([C:4]1[CH:9]=[CH:8][C:7]([N+:10]([O-:12])=[O:11])=[CH:6][CH:5]=1)[CH3:3], predict the reactants needed to synthesize it. The reactants are: Br[CH:2]([C:4]1[CH:9]=[CH:8][C:7]([N+:10]([O-:12])=[O:11])=[CH:6][CH:5]=1)[CH3:3].[CH3:13][NH:14][CH3:15].C(=O)([O-])[O-].[K+].[K+].CCOC(C)=O.